From a dataset of Full USPTO retrosynthesis dataset with 1.9M reactions from patents (1976-2016). Predict the reactants needed to synthesize the given product. (1) Given the product [F:21][C:19]([F:20])([F:22])[C:18]([C:11]1[C:12]2[C:17](=[CH:16][CH:15]=[CH:14][CH:13]=2)[N:9]([CH2:8][CH:6]([OH:7])[CH2:5][OH:4])[CH:10]=1)([C:24]1[CH:39]=[CH:38][C:27]2[N:28]([C:31]3[CH:32]=[CH:33][C:34]([F:37])=[CH:35][CH:36]=3)[N:29]=[N:30][C:26]=2[CH:25]=1)[OH:23], predict the reactants needed to synthesize it. The reactants are: Cl.CC1(C)[O:7][CH:6]([CH2:8][N:9]2[C:17]3[C:12](=[CH:13][CH:14]=[CH:15][CH:16]=3)[C:11]([C:18]([C:24]3[CH:39]=[CH:38][C:27]4[N:28]([C:31]5[CH:36]=[CH:35][C:34]([F:37])=[CH:33][CH:32]=5)[N:29]=[N:30][C:26]=4[CH:25]=3)([OH:23])[C:19]([F:22])([F:21])[F:20])=[CH:10]2)[CH2:5][O:4]1. (2) Given the product [O:3]1[C:4]2[CH:10]=[CH:9][CH:8]=[CH:7][C:5]=2[N:6]=[C:2]1[NH:14][CH2:13][CH2:11][OH:12], predict the reactants needed to synthesize it. The reactants are: Cl[C:2]1[O:3][C:4]2[CH:10]=[CH:9][CH:8]=[CH:7][C:5]=2[N:6]=1.[CH2:11]([CH2:13][NH2:14])[OH:12].